From a dataset of Forward reaction prediction with 1.9M reactions from USPTO patents (1976-2016). Predict the product of the given reaction. (1) Given the reactants Br[C:2]1[O:6][C:5]([C:7]([O:9][CH2:10][CH:11]2[CH2:16][CH2:15][CH2:14][CH2:13][CH2:12]2)=[O:8])=[CH:4][CH:3]=1.[C:17]([CH:19]1[CH2:24][CH2:23][CH2:22][CH2:21][CH2:20]1)#[CH:18], predict the reaction product. The product is: [CH:19]1([C:17]#[C:18][C:2]2[O:6][C:5]([C:7]([O:9][CH2:10][CH:11]3[CH2:16][CH2:15][CH2:14][CH2:13][CH2:12]3)=[O:8])=[CH:4][CH:3]=2)[CH2:24][CH2:23][CH2:22][CH2:21][CH2:20]1. (2) The product is: [C:1]([C:5]1[N:6]=[C:7]([N:22]2[CH2:27][CH2:26][CH2:54][CH2:55][O:50]2)[C:8]2[N:13]=[N:12][N:11]([CH2:14][C:15]3[CH:20]=[CH:19][CH:18]=[CH:17][C:16]=3[Cl:21])[C:9]=2[N:10]=1)([CH3:2])([CH3:3])[CH3:4]. Given the reactants [C:1]([C:5]1[N:6]=[C:7]([N:22]2[CH2:27][CH2:26]OCC2)[C:8]2[N:13]=[N:12][N:11]([CH2:14][C:15]3[CH:20]=[CH:19][CH:18]=[CH:17][C:16]=3[Cl:21])[C:9]=2[N:10]=1)([CH3:4])([CH3:3])[CH3:2].C(C1N=C(Cl)C2N=NN(CC3C=CC=CC=3Cl)C=2N=1)(C)(C)C.[O:50]1[CH2:55][CH2:54]CCN1, predict the reaction product. (3) Given the reactants [CH2:1]([C:3]1[CH:8]=[CH:7][C:6]([S:9]([NH:12][CH:13]2[CH2:18][CH2:17][NH:16][CH2:15][CH2:14]2)(=[O:11])=[O:10])=[CH:5][CH:4]=1)[CH3:2].FC(F)(F)C(O)=O.C(N(CC)CC)C.[C:33]1([S:39]([N:42]2[C:46]3[N:47]=[CH:48][N:49]=[C:50](Cl)[C:45]=3[CH:44]=[C:43]2[I:52])(=[O:41])=[O:40])[CH:38]=[CH:37][CH:36]=[CH:35][CH:34]=1, predict the reaction product. The product is: [C:33]1([S:39]([N:42]2[C:46]3[N:47]=[CH:48][N:49]=[C:50]([N:16]4[CH2:17][CH2:18][CH:13]([NH:12][S:9]([C:6]5[CH:7]=[CH:8][C:3]([CH2:1][CH3:2])=[CH:4][CH:5]=5)(=[O:10])=[O:11])[CH2:14][CH2:15]4)[C:45]=3[CH:44]=[C:43]2[I:52])(=[O:40])=[O:41])[CH:34]=[CH:35][CH:36]=[CH:37][CH:38]=1. (4) The product is: [F:30][C:24]1[CH:25]=[CH:26][CH:27]=[C:28]([F:29])[C:23]=1[NH:22][C:20](=[O:21])[C:19]1[CH:31]=[CH:32][CH:33]=[C:17]([C:9]2[N:10]=[C:11]3[CH:16]=[CH:15][CH:14]=[CH:13][N:12]3[C:8]=2[C:6]2[CH:5]=[CH:4][N:3]=[C:2]([NH:39][C:38]3[CH:40]=[CH:41][C:42]([N:44]4[CH2:49][CH2:48][N:47]([CH2:50][CH2:51][S:52]([CH3:55])(=[O:54])=[O:53])[CH2:46][CH2:45]4)=[CH:43][C:37]=3[O:36][CH2:34][CH3:35])[N:7]=2)[CH:18]=1. Given the reactants Cl[C:2]1[N:7]=[C:6]([C:8]2[N:12]3[CH:13]=[CH:14][CH:15]=[CH:16][C:11]3=[N:10][C:9]=2[C:17]2[CH:18]=[C:19]([CH:31]=[CH:32][CH:33]=2)[C:20]([NH:22][C:23]2[C:28]([F:29])=[CH:27][CH:26]=[CH:25][C:24]=2[F:30])=[O:21])[CH:5]=[CH:4][N:3]=1.[CH2:34]([O:36][C:37]1[CH:43]=[C:42]([N:44]2[CH2:49][CH2:48][N:47]([CH2:50][CH2:51][S:52]([CH3:55])(=[O:54])=[O:53])[CH2:46][CH2:45]2)[CH:41]=[CH:40][C:38]=1[NH2:39])[CH3:35].C1(C)C=CC(S(O)(=O)=O)=CC=1.C[O-].[Na+], predict the reaction product. (5) Given the reactants [Br:1][C:2]1[CH:11]=[CH:10][C:9]2[C:4](=[CH:5][CH:6]=[CH:7][CH:8]=2)[CH:3]=1.[Al+3].[Cl-].[Cl-].[Cl-].[Cl:16][CH2:17][C:18](Cl)=[O:19], predict the reaction product. The product is: [Br:1][C:2]1[CH:3]=[C:4]2[C:9](=[CH:10][CH:11]=1)[CH:8]=[C:7]([C:18](=[O:19])[CH2:17][Cl:16])[CH:6]=[CH:5]2. (6) Given the reactants [OH:1][CH2:2][C:3]1([CH3:43])[C:8](=[O:9])[N:7]([CH2:10][CH2:11][CH2:12][CH2:13][O:14][CH3:15])[C:6]2[CH:16]=[C:17]([C:24]([N:26]([CH:40]([CH3:42])[CH3:41])[C@@H:27]3[CH2:32][CH2:31][CH2:30][N:29]([C:33]([O:35][C:36]([CH3:39])([CH3:38])[CH3:37])=[O:34])[CH2:28]3)=[O:25])[C:18]([C:20]([F:23])([F:22])[F:21])=[CH:19][C:5]=2[O:4]1.[H-].[Na+].[CH3:46][O:47][CH2:48][CH2:49]Br.[Cl-].[NH4+], predict the reaction product. The product is: [CH:40]([N:26]([C:24]([C:17]1[C:18]([C:20]([F:23])([F:21])[F:22])=[CH:19][C:5]2[O:4][C:3]([CH2:2][O:1][CH2:49][CH2:48][O:47][CH3:46])([CH3:43])[C:8](=[O:9])[N:7]([CH2:10][CH2:11][CH2:12][CH2:13][O:14][CH3:15])[C:6]=2[CH:16]=1)=[O:25])[C@@H:27]1[CH2:32][CH2:31][CH2:30][N:29]([C:33]([O:35][C:36]([CH3:37])([CH3:39])[CH3:38])=[O:34])[CH2:28]1)([CH3:41])[CH3:42]. (7) Given the reactants [F:1][C:2]([F:25])([F:24])[C:3]1[CH:23]=[CH:22][CH:21]=[CH:20][C:4]=1[O:5][CH:6]1[CH2:10][CH2:9][N:8]([C:11]2[S:12][C:13]([C:16]([O:18]C)=[O:17])=[CH:14][N:15]=2)[CH2:7]1.[OH-].[Na+], predict the reaction product. The product is: [F:24][C:2]([F:1])([F:25])[C:3]1[CH:23]=[CH:22][CH:21]=[CH:20][C:4]=1[O:5][CH:6]1[CH2:10][CH2:9][N:8]([C:11]2[S:12][C:13]([C:16]([OH:18])=[O:17])=[CH:14][N:15]=2)[CH2:7]1. (8) Given the reactants [CH3:1][O:2][CH:3]([O:21][CH3:22])[C:4]1[C:13]([CH2:14][NH:15][CH2:16][CH2:17][N:18]([CH3:20])[CH3:19])=[CH:12][C:11]2[CH2:10][CH2:9][CH2:8][NH:7][C:6]=2[N:5]=1.CCN(CC)CC.[CH3:30][S:31](Cl)(=[O:33])=[O:32], predict the reaction product. The product is: [CH3:22][O:21][CH:3]([O:2][CH3:1])[C:4]1[C:13]([CH2:14][N:15]([CH2:16][CH2:17][N:18]([CH3:20])[CH3:19])[S:31]([CH3:30])(=[O:33])=[O:32])=[CH:12][C:11]2[CH2:10][CH2:9][CH2:8][NH:7][C:6]=2[N:5]=1.